Dataset: Reaction yield outcomes from USPTO patents with 853,638 reactions. Task: Predict the reaction yield, written as a fraction of the theoretical maximum amount of product (1.0 means a 100% yield; for example, 0.34 means a 34% yield). The reactants are [NH2:1][C:2]1[CH:3]=[N:4][C:5]2[C:10]([C:11]=1[NH:12][CH2:13][C:14]1([OH:18])[CH2:17][CH2:16][CH2:15]1)=[CH:9][CH:8]=[CH:7][CH:6]=2.C(N(CC)CC)C.C(Cl)(Cl)Cl.[CH2:30]([O:32][CH2:33][C:34](Cl)=O)[CH3:31]. The catalyst is ClCCl. The product is [CH2:30]([O:32][CH2:33][C:34]1[N:12]([CH2:13][C:14]2([OH:18])[CH2:17][CH2:16][CH2:15]2)[C:11]2[C:10]3[CH:9]=[CH:8][CH:7]=[CH:6][C:5]=3[N:4]=[CH:3][C:2]=2[N:1]=1)[CH3:31]. The yield is 0.630.